Predict which catalyst facilitates the given reaction. From a dataset of Catalyst prediction with 721,799 reactions and 888 catalyst types from USPTO. (1) Reactant: [CH2:1]([NH2:4])[CH2:2][NH2:3].C(O)(=O)C.[NH2:9][C:10]1[N:11]=[C:12]([C:23]2[CH:28]=[C:27]([O:29][CH2:30][CH2:31][N:32]([CH2:35][CH3:36])[CH2:33][CH3:34])[C:26]([Cl:37])=[CH:25][C:24]=2[Cl:38])[C:13]2[CH:18]=[C:17]([C:19](NO)=N)[S:16][C:14]=2[N:15]=1. Product: [Cl:38][C:24]1[CH:25]=[C:26]([Cl:37])[C:27]([O:29][CH2:30][CH2:31][N:32]([CH2:35][CH3:36])[CH2:33][CH3:34])=[CH:28][C:23]=1[C:12]1[C:13]2[CH:18]=[C:17]([C:19]3[NH:3][CH2:2][CH2:1][N:4]=3)[S:16][C:14]=2[N:15]=[C:10]([NH2:9])[N:11]=1. The catalyst class is: 8. (2) Reactant: [O-]P([O-])([O-])=O.[K+].[K+].[K+].[CH3:9][O:10][C:11]1[CH:12]=[C:13]([N:17]2[CH2:21][CH2:20][NH:19][C:18]2=[O:22])[CH:14]=[CH:15][CH:16]=1.[CH3:23][C:24]1[CH:25]=[C:26](I)[CH:27]=[C:28]([CH3:30])[CH:29]=1.CNCCNC. Product: [CH3:9][O:10][C:11]1[CH:12]=[C:13]([N:17]2[CH2:21][CH2:20][N:19]([C:26]3[CH:27]=[C:28]([CH3:30])[CH:29]=[C:24]([CH3:23])[CH:25]=3)[C:18]2=[O:22])[CH:14]=[CH:15][CH:16]=1. The catalyst class is: 471. (3) Reactant: [CH3:1][C:2]1[CH:24]=[CH:23][CH:22]=[C:21]([CH3:25])[C:3]=1[CH2:4][O:5][C:6]1[CH:7]=[C:8]([C:12](=[O:20])[CH2:13][CH2:14][C:15]([O:17][CH2:18][CH3:19])=[O:16])[CH:9]=[CH:10][CH:11]=1.[Br:26]Br. Product: [CH3:1][C:2]1[CH:24]=[CH:23][CH:22]=[C:21]([CH3:25])[C:3]=1[CH2:4][O:5][C:6]1[CH:7]=[C:8]([C:12](=[O:20])[CH:13]([Br:26])[CH2:14][C:15]([O:17][CH2:18][CH3:19])=[O:16])[CH:9]=[CH:10][CH:11]=1. The catalyst class is: 28. (4) Reactant: [NH2:1][CH:2]([C:7]1[CH:12]=[C:11]([O:13][CH3:14])[C:10]([O:15][CH3:16])=[C:9]([O:17][CH3:18])[CH:8]=1)[CH2:3][C:4]([OH:6])=[O:5].[C:19]1([CH:27]=O)[C:20]([CH:25]=[O:26])=[CH:21][CH:22]=[CH:23][CH:24]=1.C(O)(=O)C. Product: [O:26]=[C:25]1[C:20]2[C:19](=[CH:24][CH:23]=[CH:22][CH:21]=2)[CH2:27][N:1]1[CH:2]([C:7]1[CH:8]=[C:9]([O:17][CH3:18])[C:10]([O:15][CH3:16])=[C:11]([O:13][CH3:14])[CH:12]=1)[CH2:3][C:4]([OH:6])=[O:5]. The catalyst class is: 4. (5) Reactant: ClO.[CH2:3]([N:6]1[CH2:25][CH2:24][C@:13]23[C:14]4[C:15]5[O:23][C@H:12]2[C:11](=[O:26])[CH2:10][CH2:9][C@@:8]3([O:27][CH2:28][CH2:29][CH2:30][C:31]2[CH:36]=[CH:35][CH:34]=[CH:33][CH:32]=2)[C@H:7]1[CH2:20][C:19]=4[CH:18]=[CH:17][C:16]=5[O:21][CH3:22])[CH:4]=C.C([O-])([O-])=O.[K+].[K+].C(I)C. Product: [O:23]1[C@@H:12]2[C@@:13]34[CH2:24][CH2:25][N:6]([CH2:3][CH3:4])[C@@H:7]([C@:8]3([O:27][CH2:28][CH2:29][CH2:30][C:31]3[CH:32]=[CH:33][CH:34]=[CH:35][CH:36]=3)[CH2:9][CH2:10][C:11]2=[O:26])[CH2:20][C:19]2=[C:14]4[C:15]1=[C:16]([O:21][CH3:22])[CH:17]=[CH:18]2. The catalyst class is: 6. (6) Reactant: [CH3:1][O:2][C:3]1[CH:9]=[CH:8][C:7]([CH3:10])=[CH:6][C:4]=1[NH2:5].[I-].[Na+].S(=O)(=O)(O)O.[CH:18]([CH:20]=[CH2:21])=O. Product: [CH3:1][O:2][C:3]1[CH:9]=[CH:8][C:7]([CH3:10])=[C:6]2[C:4]=1[N:5]=[CH:21][CH:20]=[CH:18]2. The catalyst class is: 6. (7) Reactant: [C:1](=[S:3])=S.[NH2:4][C:5]1[CH:6]=[C:7]([CH:12]=[CH:13][C:14]=1[CH2:15][NH2:16])[C:8]([O:10][CH3:11])=[O:9].O. Product: [S:3]=[C:1]1[NH:16][CH2:15][C:14]2[C:5](=[CH:6][C:7]([C:8]([O:10][CH3:11])=[O:9])=[CH:12][CH:13]=2)[NH:4]1. The catalyst class is: 17.